Dataset: Full USPTO retrosynthesis dataset with 1.9M reactions from patents (1976-2016). Task: Predict the reactants needed to synthesize the given product. (1) Given the product [O:5]=[S:3]1[C:17]2[CH:16]=[CH:15][CH:14]=[CH:13][C:12]=2[CH2:11][N:10]([C:18]2[N:27]=[C:26]([NH:28][CH2:29][CH2:30][NH:31][C:32](=[O:38])[O:33][C:34]([CH3:36])([CH3:35])[CH3:37])[C:25]3[C:20](=[CH:21][CH:22]=[C:23]([CH3:39])[CH:24]=3)[N:19]=2)[CH2:9][CH2:8]1, predict the reactants needed to synthesize it. The reactants are: OO[S:3]([O-:5])=O.[K+].S1[C:13]2[CH:14]=[CH:15][CH:16]=[CH:17][C:12]=2[CH2:11][N:10]([C:18]2[N:27]=[C:26]([NH:28][CH2:29][CH2:30][NH:31][C:32](=[O:38])[O:33][C:34]([CH3:37])([CH3:36])[CH3:35])[C:25]3[C:20](=[CH:21][CH:22]=[C:23]([CH3:39])[CH:24]=3)[N:19]=2)[CH2:9][CH2:8]1. (2) Given the product [Br:19][C:20]1[CH:25]=[CH:24][C:23]([S:26][C:12]2[C:11]3[C:16]4=[C:7]([C:5]5[C:4]([C:15]4=[CH:14][CH:13]=2)=[C:3]([C:17]#[N:18])[C:2](=[O:1])[N:6]=5)[CH:8]=[CH:9][CH:10]=3)=[CH:22][CH:21]=1, predict the reactants needed to synthesize it. The reactants are: [O:1]=[C:2]1[N:6]=[C:5]2[C:7]3[CH:8]=[CH:9][CH:10]=[C:11]4[C:16]=3[C:15]([C:4]2=[C:3]1[C:17]#[N:18])=[CH:14][CH:13]=[CH:12]4.[Br:19][C:20]1[CH:25]=[CH:24][C:23]([SH:26])=[CH:22][CH:21]=1.